From a dataset of Reaction yield outcomes from USPTO patents with 853,638 reactions. Predict the reaction yield, written as a fraction of the theoretical maximum amount of product (1.0 means a 100% yield; for example, 0.34 means a 34% yield). (1) The reactants are [CH2:1]([N:4]1[C@H:9]([CH3:10])[CH2:8][N:7](C(OCC)=O)[C@@H:6]([CH3:16])[CH2:5]1)[CH:2]=[CH2:3].[OH-].[K+].C(=O)=O.C1(C)C=CC=CC=1. The catalyst is C(O)C. The product is [CH2:1]([N:4]1[CH2:5][C@@H:6]([CH3:16])[NH:7][CH2:8][C@@H:9]1[CH3:10])[CH:2]=[CH2:3]. The yield is 0.690. (2) The reactants are [F:1][C:2]1[CH:7]=[CH:6][CH:5]=[C:4]([F:8])[C:3]=1[N:9]1[C:14]2[N:15]=[C:16](S(C)(=O)=O)[N:17]=[C:18]([C:19]3[CH:24]=[CH:23][C:22]([F:25])=[CH:21][C:20]=3[CH3:26])[C:13]=2[CH:12]=[CH:11][C:10]1=[O:31].[CH2:32]([NH2:35])[CH2:33][NH2:34]. The catalyst is C1COCC1.C(OC(C)=O)C.O. The product is [F:1][C:2]1[CH:7]=[CH:6][CH:5]=[C:4]([F:8])[C:3]=1[N:9]1[C:14]2[N:15]=[C:16]([NH:34][CH2:33][CH2:32][NH2:35])[N:17]=[C:18]([C:19]3[CH:24]=[CH:23][C:22]([F:25])=[CH:21][C:20]=3[CH3:26])[C:13]=2[CH:12]=[CH:11][C:10]1=[O:31]. The yield is 0.890. (3) The reactants are [NH:1]([C:10]([O:12][C:13]([CH3:16])([CH3:15])[CH3:14])=[O:11])[C@@H:2]([C:7]([OH:9])=O)[C@H:3]([CH2:5][CH3:6])[CH3:4].C1N=CN(C(N2C=NC=C2)=O)C=1.[C:29]([O:32][CH2:33][C:34]1[CH:39]=[CH:38][CH:37]=[CH:36][CH:35]=1)(=[O:31])[CH3:30].C([N-]C(C)C)(C)C.[Li+]. The catalyst is C1COCC1. The product is [C:13]([O:12][C:10]([NH:1][C@H:2]([C@@H:3]([CH3:4])[CH2:5][CH3:6])[C:7](=[O:9])[CH2:30][C:29]([O:32][CH2:33][C:34]1[CH:39]=[CH:38][CH:37]=[CH:36][CH:35]=1)=[O:31])=[O:11])([CH3:16])([CH3:15])[CH3:14]. The yield is 0.700. (4) The reactants are [Cl-].O[NH3+:3].[C:4](=[O:7])([O-])[OH:5].[Na+].CS(C)=O.[CH2:13]([C:17]1[N:18]=[C:19]([CH3:51])[N:20]([CH2:39][C:40]2[N:41]=[C:42]([C:45]3[CH:50]=[CH:49][CH:48]=[CH:47][CH:46]=3)[S:43][CH:44]=2)[C:21](=[O:38])[C:22]=1[CH2:23][C:24]1[CH:29]=[CH:28][C:27]([C:30]2[C:31]([C:36]#[N:37])=[CH:32][CH:33]=[CH:34][CH:35]=2)=[CH:26][CH:25]=1)[CH2:14][CH2:15][CH3:16]. The catalyst is C(OCC)(=O)C. The product is [CH2:13]([C:17]1[N:18]=[C:19]([CH3:51])[N:20]([CH2:39][C:40]2[N:41]=[C:42]([C:45]3[CH:50]=[CH:49][CH:48]=[CH:47][CH:46]=3)[S:43][CH:44]=2)[C:21](=[O:38])[C:22]=1[CH2:23][C:24]1[CH:25]=[CH:26][C:27]([C:30]2[CH:35]=[CH:34][CH:33]=[CH:32][C:31]=2[C:36]2[NH:3][C:4](=[O:7])[O:5][N:37]=2)=[CH:28][CH:29]=1)[CH2:14][CH2:15][CH3:16]. The yield is 0.600. (5) The reactants are C(N(CC)CC)C.[F:8][C:9]1[CH:14]=[CH:13][CH:12]=[CH:11][C:10]=1[N:15]1[C:23]2[C:18](=[C:19]([N:24]3[CH2:31][C@@H:30]4[C@@H:26]([CH2:27][NH:28][CH2:29]4)[C:25]3=[O:32])[CH:20]=[CH:21][CH:22]=2)[CH:17]=[N:16]1.[C:33](Cl)(=[O:37])[CH:34]([CH3:36])[CH3:35]. The catalyst is C(Cl)Cl. The product is [F:8][C:9]1[CH:14]=[CH:13][CH:12]=[CH:11][C:10]=1[N:15]1[C:23]2[C:18](=[C:19]([N:24]3[CH2:31][C@@H:30]4[C@@H:26]([CH2:27][N:28]([C:33](=[O:37])[CH:34]([CH3:36])[CH3:35])[CH2:29]4)[C:25]3=[O:32])[CH:20]=[CH:21][CH:22]=2)[CH:17]=[N:16]1. The yield is 0.700. (6) The reactants are [F:1][C:2]1[CH:3]=[C:4]2[C:9](=[CH:10][CH:11]=1)[CH:8]=[N+:7]([O-])[CH:6]=[CH:5]2.P(Cl)(Cl)([Cl:15])=O.[OH-].[Na+]. The catalyst is C(Cl)(Cl)Cl. The product is [Cl:15][C:8]1[C:9]2[C:4](=[CH:3][C:2]([F:1])=[CH:11][CH:10]=2)[CH:5]=[CH:6][N:7]=1. The yield is 0.350.